This data is from hERG potassium channel inhibition data for cardiac toxicity prediction from Karim et al.. The task is: Regression/Classification. Given a drug SMILES string, predict its toxicity properties. Task type varies by dataset: regression for continuous values (e.g., LD50, hERG inhibition percentage) or binary classification for toxic/non-toxic outcomes (e.g., AMES mutagenicity, cardiotoxicity, hepatotoxicity). Dataset: herg_karim. (1) The molecule is O=C(CNC(=O)c1cccc(C(F)(F)F)c1)NC1CN([C@H]2CC[C@](O)(c3ccc(F)cc3)CC2)C1. The result is 1 (blocker). (2) The drug is O=C1OCCc2cc([C@H]3CN4CCN(C(=O)Cc5ccc(-n6cnnn6)nc5)C[C@@H]4CO3)ccc21. The result is 0 (non-blocker).